From a dataset of Peptide-MHC class I binding affinity with 185,985 pairs from IEDB/IMGT. Regression. Given a peptide amino acid sequence and an MHC pseudo amino acid sequence, predict their binding affinity value. This is MHC class I binding data. (1) The peptide sequence is LEPVYETV. The MHC is H-2-Dd with pseudo-sequence H-2-Dd. The binding affinity (normalized) is 0.133. (2) The peptide sequence is FAFVTDNTY. The MHC is HLA-A02:07 with pseudo-sequence HLA-A02:07. The binding affinity (normalized) is 0. (3) The peptide sequence is LMIIPLINV. The MHC is HLA-B35:01 with pseudo-sequence HLA-B35:01. The binding affinity (normalized) is 0. (4) The peptide sequence is VLYDPETDK. The MHC is HLA-A02:16 with pseudo-sequence HLA-A02:16. The binding affinity (normalized) is 0.383.